From a dataset of Full USPTO retrosynthesis dataset with 1.9M reactions from patents (1976-2016). Predict the reactants needed to synthesize the given product. (1) The reactants are: [CH2:1]([N:8]([CH2:25][C:26]1[CH:31]=[CH:30][CH:29]=[CH:28][CH:27]=1)[C:9]1[N:14]=[C:13]([C:15](OC)=[O:16])[C:12]([CH2:19][CH2:20]C(OC)=O)=[CH:11][CH:10]=1)[C:2]1[CH:7]=[CH:6][CH:5]=[CH:4][CH:3]=1.[H-].[Na+]. Given the product [CH2:1]([N:8]([CH2:25][C:26]1[CH:27]=[CH:28][CH:29]=[CH:30][CH:31]=1)[C:9]1[N:14]=[C:13]2[C:15](=[O:16])[CH2:20][CH2:19][C:12]2=[CH:11][CH:10]=1)[C:2]1[CH:3]=[CH:4][CH:5]=[CH:6][CH:7]=1, predict the reactants needed to synthesize it. (2) Given the product [CH3:17][O:16][C:14]([C:12]1[CH:11]=[C:10]([C:18]([OH:20])=[O:19])[CH:9]=[C:8]([C:5]2[CH:6]=[CH:7][C:2]([CH3:1])=[CH:3][CH:4]=2)[CH:13]=1)=[O:15], predict the reactants needed to synthesize it. The reactants are: [CH3:1][C:2]1[CH:7]=[CH:6][C:5]([C:8]2[CH:13]=[C:12]([C:14]([O:16][CH3:17])=[O:15])[CH:11]=[C:10]([C:18]([O:20]C)=[O:19])[CH:9]=2)=[CH:4][CH:3]=1.[OH-].[Na+]. (3) Given the product [Cl:1][C:2]1[CH:13]=[C:12]([NH2:14])[CH:11]=[CH:10][C:3]=1[CH2:4][N:5]([CH2:8][CH3:9])[CH2:6][CH3:7], predict the reactants needed to synthesize it. The reactants are: [Cl:1][C:2]1[CH:13]=[C:12]([N+:14]([O-])=O)[CH:11]=[CH:10][C:3]=1[CH2:4][N:5]([CH2:8][CH3:9])[CH2:6][CH3:7]. (4) Given the product [Cl:55][C:50]1[C:49]([O:56][CH3:57])=[CH:48][C:47]2[NH:46][C:45]3[C:44]([C:58]([O:60][CH3:61])=[O:59])=[CH:43][C:42]([C:16]4[CH:15]=[CH:14][C:19]([O:20][CH3:21])=[CH:18][CH:17]=4)=[N:54][C:53]=3[C:52]=2[CH:51]=1, predict the reactants needed to synthesize it. The reactants are: C1(P(C2CCCCC2)C2C=CC=CC=2[C:14]2[C:19]([O:20][CH3:21])=[CH:18][CH:17]=[CH:16][C:15]=2OC)CCCCC1.COC1C=CC(B(O)O)=CC=1.Br[C:42]1[CH:43]=[C:44]([C:58]([O:60][CH3:61])=[O:59])[C:45]2[NH:46][C:47]3[CH:48]=[C:49]([O:56][CH3:57])[C:50]([Cl:55])=[CH:51][C:52]=3[C:53]=2[N:54]=1.[O-]P([O-])([O-])=O.[K+].[K+].[K+]. (5) Given the product [CH3:24][N:21]1[CH2:22][CH2:23][N:18]([CH:15]2[CH2:14][CH2:13][C:12](=[O:11])[CH2:17][CH2:16]2)[CH2:19][C:20]1=[O:25], predict the reactants needed to synthesize it. The reactants are: CS(C)=O.C(Cl)(=O)C(Cl)=O.[OH:11][C@H:12]1[CH2:17][CH2:16][C@H:15]([N:18]2[CH2:23][CH2:22][N:21]([CH3:24])[C:20](=[O:25])[CH2:19]2)[CH2:14][CH2:13]1.C(N(CC)CC)C. (6) Given the product [F:1][C:2]1[C:8]([F:9])=[C:7]([I:16])[C:6]([F:10])=[CH:5][C:3]=1[NH2:4], predict the reactants needed to synthesize it. The reactants are: [F:1][C:2]1[C:8]([F:9])=[CH:7][C:6]([F:10])=[CH:5][C:3]=1[NH2:4].C([Li])(CC)C.[I:16]I. (7) Given the product [Br:11][C:8]1[CH:9]=[CH:10][C:2]2[N:1]=[C:12]([CH3:13])[O:5][C:4](=[O:6])[C:3]=2[CH:7]=1, predict the reactants needed to synthesize it. The reactants are: [NH2:1][C:2]1[CH:10]=[CH:9][C:8]([Br:11])=[CH:7][C:3]=1[C:4]([OH:6])=[O:5].[C:12](OC(=O)C)(=O)[CH3:13].